From a dataset of Full USPTO retrosynthesis dataset with 1.9M reactions from patents (1976-2016). Predict the reactants needed to synthesize the given product. (1) The reactants are: [Cl:1][C:2]1[CH:10]=[CH:9][C:5]([C:6]([OH:8])=[O:7])=[CH:4][C:3]=1[I:11].S(=O)(=O)(O)O.[CH3:17]O. Given the product [Cl:1][C:2]1[CH:10]=[CH:9][C:5]([C:6]([O:8][CH3:17])=[O:7])=[CH:4][C:3]=1[I:11], predict the reactants needed to synthesize it. (2) Given the product [F:21][C:18]1[CH:19]=[CH:20][C:15]([CH:7]2[C:6]([C:4]([OH:5])=[O:3])=[CH:11][N:10]([CH3:12])[C:9](=[O:13])[NH:8]2)=[CH:16][CH:17]=1, predict the reactants needed to synthesize it. The reactants are: C([O:3][C:4]([C:6]1[CH:7]([C:15]2[CH:20]=[CH:19][C:18]([F:21])=[CH:17][CH:16]=2)[N:8](C)[C:9](=[O:13])[N:10]([CH3:12])[CH:11]=1)=[O:5])C.Cl.